From a dataset of NCI-60 drug combinations with 297,098 pairs across 59 cell lines. Regression. Given two drug SMILES strings and cell line genomic features, predict the synergy score measuring deviation from expected non-interaction effect. (1) Drug 1: CNC(=O)C1=CC=CC=C1SC2=CC3=C(C=C2)C(=NN3)C=CC4=CC=CC=N4. Drug 2: C1CCC(CC1)NC(=O)N(CCCl)N=O. Cell line: NCI-H226. Synergy scores: CSS=11.9, Synergy_ZIP=-5.29, Synergy_Bliss=-4.27, Synergy_Loewe=-6.72, Synergy_HSA=-5.62. (2) Drug 1: C1C(C(OC1N2C=C(C(=O)NC2=O)F)CO)O. Drug 2: CC1=C(C=C(C=C1)C(=O)NC2=CC(=CC(=C2)C(F)(F)F)N3C=C(N=C3)C)NC4=NC=CC(=N4)C5=CN=CC=C5. Cell line: IGROV1. Synergy scores: CSS=4.42, Synergy_ZIP=-0.852, Synergy_Bliss=2.46, Synergy_Loewe=-1.67, Synergy_HSA=0.162. (3) Drug 1: CC1CCC2CC(C(=CC=CC=CC(CC(C(=O)C(C(C(=CC(C(=O)CC(OC(=O)C3CCCCN3C(=O)C(=O)C1(O2)O)C(C)CC4CCC(C(C4)OC)O)C)C)O)OC)C)C)C)OC. Drug 2: C1=CC=C(C=C1)NC(=O)CCCCCCC(=O)NO. Cell line: SK-OV-3. Synergy scores: CSS=19.2, Synergy_ZIP=-3.10, Synergy_Bliss=1.60, Synergy_Loewe=3.30, Synergy_HSA=3.46. (4) Drug 1: CC1=C(C(=CC=C1)Cl)NC(=O)C2=CN=C(S2)NC3=CC(=NC(=N3)C)N4CCN(CC4)CCO. Drug 2: C(CC(=O)O)C(=O)CN.Cl. Cell line: OVCAR-4. Synergy scores: CSS=5.87, Synergy_ZIP=-2.15, Synergy_Bliss=-2.29, Synergy_Loewe=-1.07, Synergy_HSA=-1.13. (5) Drug 1: CC1=CC=C(C=C1)C2=CC(=NN2C3=CC=C(C=C3)S(=O)(=O)N)C(F)(F)F. Drug 2: CC1=C2C(C(=O)C3(C(CC4C(C3C(C(C2(C)C)(CC1OC(=O)C(C(C5=CC=CC=C5)NC(=O)OC(C)(C)C)O)O)OC(=O)C6=CC=CC=C6)(CO4)OC(=O)C)O)C)O. Cell line: OVCAR-5. Synergy scores: CSS=11.5, Synergy_ZIP=23.0, Synergy_Bliss=27.0, Synergy_Loewe=8.88, Synergy_HSA=13.4. (6) Drug 1: COC1=CC(=CC(=C1O)OC)C2C3C(COC3=O)C(C4=CC5=C(C=C24)OCO5)OC6C(C(C7C(O6)COC(O7)C8=CC=CS8)O)O. Drug 2: CC1=C(C(=O)C2=C(C1=O)N3CC4C(C3(C2COC(=O)N)OC)N4)N. Cell line: SN12C. Synergy scores: CSS=46.3, Synergy_ZIP=1.30, Synergy_Bliss=1.74, Synergy_Loewe=1.57, Synergy_HSA=5.89.